From a dataset of Full USPTO retrosynthesis dataset with 1.9M reactions from patents (1976-2016). Predict the reactants needed to synthesize the given product. (1) Given the product [Cl:17][CH2:16][CH2:15][O:14][C:8]1[CH:7]=[C:6]2[C:11]([C:2]([O:29][C:24]3[CH:25]=[C:26]4[C:21](=[CH:22][CH:23]=3)[NH:20][C:19]([CH3:18])=[C:27]4[CH3:28])=[N:3][CH:4]=[N:5]2)=[CH:10][C:9]=1[O:12][CH3:13], predict the reactants needed to synthesize it. The reactants are: Cl[C:2]1[C:11]2[C:6](=[CH:7][C:8]([O:14][CH2:15][CH2:16][Cl:17])=[C:9]([O:12][CH3:13])[CH:10]=2)[N:5]=[CH:4][N:3]=1.[CH3:18][C:19]1[NH:20][C:21]2[C:26]([C:27]=1[CH3:28])=[CH:25][C:24]([OH:29])=[CH:23][CH:22]=2.C(=O)([O-])[O-].[K+].[K+]. (2) Given the product [CH3:10][N:7]1[CH2:8][CH2:9][C:4]2[C:3]([C:12]([O:14][CH2:15][CH3:16])=[O:13])=[CH:2][S:11][C:5]=2[CH2:6]1, predict the reactants needed to synthesize it. The reactants are: N[C:2]1[S:11][C:5]2[CH2:6][N:7]([CH3:10])[CH2:8][CH2:9][C:4]=2[C:3]=1[C:12]([O:14][CH2:15][CH3:16])=[O:13].Cl.N([O-])=O.[Na+].P(=O)(O)(O)O.